This data is from Full USPTO retrosynthesis dataset with 1.9M reactions from patents (1976-2016). The task is: Predict the reactants needed to synthesize the given product. (1) Given the product [C:1]([O:5][C:6](=[O:15])[C:7]([O:11][C:12](=[O:14])[CH3:13])([C:8](=[O:9])[CH3:10])[CH2:18][CH3:19])([CH3:2])([CH3:3])[CH3:4], predict the reactants needed to synthesize it. The reactants are: [C:1]([O:5][C:6](=[O:15])[CH:7]([O:11][C:12](=[O:14])[CH3:13])[C:8]([CH3:10])=[O:9])([CH3:4])([CH3:3])[CH3:2].[H-].[Na+].[CH2:18](Br)[CH3:19]. (2) Given the product [F:42][C:40]([F:41])([F:43])[C:32]1[CH:31]=[C:30]([CH:35]=[C:34]([C:36]([F:39])([F:38])[F:37])[CH:33]=1)[CH2:29][N:22]([C:23]1[N:24]=[N:25][N:26]([CH3:28])[N:27]=1)[C@H:18]1[CH2:19][CH2:20][CH2:21][NH:15][C:16]2[CH:47]=[C:46]([C:48]([F:49])([F:50])[F:51])[C:45]([CH2:52][CH3:53])=[CH:44][C:17]1=2, predict the reactants needed to synthesize it. The reactants are: FC(F)(F)C(O)=O.C(OC([N:15]1[CH2:21][CH2:20][CH2:19][C@H:18]([N:22]([CH2:29][C:30]2[CH:35]=[C:34]([C:36]([F:39])([F:38])[F:37])[CH:33]=[C:32]([C:40]([F:43])([F:42])[F:41])[CH:31]=2)[C:23]2[N:24]=[N:25][N:26]([CH3:28])[N:27]=2)[C:17]2[CH:44]=[C:45]([CH2:52][CH3:53])[C:46]([C:48]([F:51])([F:50])[F:49])=[CH:47][C:16]1=2)=O)(C)(C)C. (3) Given the product [CH2:18]([N:25]1[CH:29]=[C:28]([C:10]2[C:4]3[C:5](=[CH:6][N:7]=[C:2]([C:41]4[CH:40]=[N:39][CH:44]=[CH:43][CH:42]=4)[CH:3]=3)[N:8]([CH:12]3[CH2:17][CH2:16][CH2:15][CH2:14][O:13]3)[N:9]=2)[CH:27]=[N:26]1)[C:19]1[CH:20]=[CH:21][CH:22]=[CH:23][CH:24]=1, predict the reactants needed to synthesize it. The reactants are: Br[C:2]1[CH:3]=[C:4]2[C:10](I)=[N:9][N:8]([CH:12]3[CH2:17][CH2:16][CH2:15][CH2:14][O:13]3)[C:5]2=[CH:6][N:7]=1.[CH2:18]([N:25]1[CH:29]=[C:28](B2OC(C)(C)C(C)(C)O2)[CH:27]=[N:26]1)[C:19]1[CH:24]=[CH:23][CH:22]=[CH:21][CH:20]=1.[N:39]1[CH:44]=[CH:43][CH:42]=[C:41](B2OC(C)(C)C(C)(C)O2)[CH:40]=1. (4) Given the product [F:1][C:2]1[CH:10]=[CH:9][CH:8]=[C:7]2[C:3]=1[C:4]([CH2:11][C:24]([CH3:26])([N+:21]([O-:23])=[O:22])[CH3:25])=[CH:5][NH:6]2, predict the reactants needed to synthesize it. The reactants are: [F:1][C:2]1[CH:10]=[CH:9][CH:8]=[C:7]2[C:3]=1[C:4]([CH2:11]N(C)C)=[CH:5][NH:6]2.[OH-].[Na+].C(O)(=O)C.[N+:21]([CH:24]([CH3:26])[CH3:25])([O-:23])=[O:22].